From a dataset of Reaction yield outcomes from USPTO patents with 853,638 reactions. Predict the reaction yield, written as a fraction of the theoretical maximum amount of product (1.0 means a 100% yield; for example, 0.34 means a 34% yield). (1) The reactants are [NH2:1][C:2]1[N:10]=[C:9]2[C:5]([N:6]=[CH:7][N:8]2[C@@H:11]2[O:15][C@H:14]([CH2:16][OH:17])[C@@H:13]([OH:18])[C@:12]2([F:20])[CH3:19])=[C:4]([N:21]2[CH2:24][CH2:23][CH2:22]2)[N:3]=1.N1C=NN=N1.[C:30](#N)C.C(N([CH:40]([O:48][P:49](N)[O-])N(C(C)C)C(C)C)C(C)C)(C)C. The catalyst is N1C=CC=CC=1. The product is [CH2:24]([N:21]([CH2:22][CH3:30])[C:4]1[N:3]=[C:2]([NH2:1])[N:10]=[C:9]2[C:5]=1[N:6]=[CH:7][N:8]2[C@@H:11]1[O:15][C@H:14]2[C@@H:13]([O:18][P:49]([O:48][CH3:40])[O:17][CH2:16]2)[C@:12]1([F:20])[CH3:19])[CH3:23]. The yield is 0.120. (2) The reactants are C([O:8][C:9]1[C:14]([CH2:15][C:16]2[CH:21]=[CH:20][C:19]([CH2:22][CH3:23])=[CH:18][CH:17]=2)=[N:13][CH:12]=[CH:11][N:10]=1)C1C=CC=CC=1. The catalyst is [C].[Pd].C(O)C. The product is [CH2:22]([C:19]1[CH:20]=[CH:21][C:16]([CH2:15][C:14]2[C:9](=[O:8])[NH:10][CH:11]=[CH:12][N:13]=2)=[CH:17][CH:18]=1)[CH3:23]. The yield is 0.400. (3) The reactants are [CH:1]1[C:13]2[NH:12][C:11]3[C:6](=[CH:7][CH:8]=[CH:9][CH:10]=3)[C:5]=2[CH:4]=[C:3]([C:14]([O:16]CC)=[O:15])[N:2]=1.[OH-].[Na+].C(O)C. The catalyst is O. The product is [CH:1]1[C:13]2[NH:12][C:11]3[C:6](=[CH:7][CH:8]=[CH:9][CH:10]=3)[C:5]=2[CH:4]=[C:3]([C:14]([OH:16])=[O:15])[N:2]=1. The yield is 0.900. (4) The reactants are F[C:2]1[C:7]([C:8]2[N:13]=[C:12]([CH3:14])[N:11]=[C:10]([N:15]([CH2:25][C:26]3[CH:31]=[CH:30][C:29]([O:32][CH3:33])=[CH:28][CH:27]=3)[CH2:16][C:17]3[CH:22]=[CH:21][C:20]([O:23][CH3:24])=[CH:19][CH:18]=3)[N:9]=2)=[CH:6][C:5]([C@H:34]([N:36]2[CH2:41][CH2:40][N:39]([S:42]([CH3:45])(=[O:44])=[O:43])[CH2:38][CH2:37]2)[CH3:35])=[CH:4][N:3]=1.[Cl:46][C:47]1[N:52]=[CH:51][C:50]([NH2:53])=[CH:49][C:48]=1[O:54][CH3:55].C[Si]([N-][Si](C)(C)C)(C)C.[Na+]. The catalyst is C1COCC1. The product is [Cl:46][C:47]1[N:52]=[CH:51][C:50]([NH:53][C:2]2[C:7]([C:8]3[N:13]=[C:12]([CH3:14])[N:11]=[C:10]([N:15]([CH2:16][C:17]4[CH:22]=[CH:21][C:20]([O:23][CH3:24])=[CH:19][CH:18]=4)[CH2:25][C:26]4[CH:27]=[CH:28][C:29]([O:32][CH3:33])=[CH:30][CH:31]=4)[N:9]=3)=[CH:6][C:5]([C@H:34]([N:36]3[CH2:37][CH2:38][N:39]([S:42]([CH3:45])(=[O:44])=[O:43])[CH2:40][CH2:41]3)[CH3:35])=[CH:4][N:3]=2)=[CH:49][C:48]=1[O:54][CH3:55]. The yield is 0.740.